Dataset: Full USPTO retrosynthesis dataset with 1.9M reactions from patents (1976-2016). Task: Predict the reactants needed to synthesize the given product. Given the product [Cl:6][C:7]1[C:8]([C:13]2[N:17]([CH2:18][C:19]([F:20])([F:21])[F:22])[N:16]=[CH:15][C:14]=2[C:23]2[O:25][C:29](=[O:30])[C:28]3[CH:32]=[C:33](/[CH:37]=[N:38]/[O:39][CH3:40])[CH:34]=[C:35]([CH3:36])[C:27]=3[N:26]=2)=[N:9][CH:10]=[CH:11][CH:12]=1, predict the reactants needed to synthesize it. The reactants are: CS(Cl)(=O)=O.[Cl:6][C:7]1[C:8]([C:13]2[N:17]([CH2:18][C:19]([F:22])([F:21])[F:20])[N:16]=[CH:15][C:14]=2[C:23]([OH:25])=O)=[N:9][CH:10]=[CH:11][CH:12]=1.[NH2:26][C:27]1[C:35]([CH3:36])=[CH:34][C:33](/[CH:37]=[N:38]/[O:39][CH3:40])=[CH:32][C:28]=1[C:29](O)=[O:30].C([O-])([O-])=O.[K+].[K+].